Dataset: Catalyst prediction with 721,799 reactions and 888 catalyst types from USPTO. Task: Predict which catalyst facilitates the given reaction. (1) Reactant: [CH3:1][C:2]([CH3:31])([CH3:30])[CH2:3][N:4]1[C:12]2[C:7](=[N:8][C:9]([C:13]3[CH2:14][CH:15]4[CH2:19][N:18]([C:20]([O:22][C:23]([CH3:26])([CH3:25])[CH3:24])=[O:21])[CH2:17][CH:16]4[CH:27]=3)=[CH:10][CH:11]=2)[N:6]([CH3:28])[C:5]1=[O:29].[F-].[Cs+].[F:34][C:35]([F:47])(S(F)(=O)=O)C(O[Si](C)(C)C)=O. Product: [CH3:1][C:2]([CH3:31])([CH3:30])[CH2:3][N:4]1[C:12]2[C:7](=[N:8][C:9]([C:13]34[C:35]([F:47])([F:34])[CH:27]3[CH:16]3[CH2:17][N:18]([C:20]([O:22][C:23]([CH3:24])([CH3:25])[CH3:26])=[O:21])[CH2:19][CH:15]3[CH2:14]4)=[CH:10][CH:11]=2)[N:6]([CH3:28])[C:5]1=[O:29]. The catalyst class is: 11. (2) Reactant: Cl.Cl.[NH2:3][CH2:4][CH:5]1[CH2:8][N:7]([C:9]2[C:19]([C:20]#[N:21])=[CH:18][C:12]([C:13]([O:15][CH2:16][CH3:17])=[O:14])=[C:11]([CH3:22])[N:10]=2)[CH2:6]1.[C:23]1([N:29]=[C:30]=[O:31])[CH:28]=[CH:27][CH:26]=[CH:25][CH:24]=1.CCN(C(C)C)C(C)C. Product: [NH:29]([C:30]([NH:3][CH2:4][CH:5]1[CH2:8][N:7]([C:9]2[C:19]([C:20]#[N:21])=[CH:18][C:12]([C:13]([O:15][CH2:16][CH3:17])=[O:14])=[C:11]([CH3:22])[N:10]=2)[CH2:6]1)=[O:31])[C:23]1[CH:28]=[CH:27][CH:26]=[CH:25][CH:24]=1. The catalyst class is: 2.